Dataset: Reaction yield outcomes from USPTO patents with 853,638 reactions. Task: Predict the reaction yield, written as a fraction of the theoretical maximum amount of product (1.0 means a 100% yield; for example, 0.34 means a 34% yield). The reactants are [CH3:1][O:2][C:3]1[CH:8]=[CH:7][C:6]([N+:9]([O-:11])=[O:10])=[CH:5][C:4]=1[NH:12][C:13]1[N:18]=[C:17]([N:19]2[CH:23]=[C:22]([CH:24]=O)[C:21]([CH3:26])=[N:20]2)[CH:16]=[CH:15][N:14]=1.C([N:30]([CH:33]([CH3:35])C)[CH2:31]C)(C)C.Cl.N1CCC1.C(O[BH-](OC(=O)C)OC(=O)C)(=O)C.[Na+]. The catalyst is CC(N(C)C)=O. The product is [N:30]1([CH2:24][C:22]2[C:21]([CH3:26])=[N:20][N:19]([C:17]3[CH:16]=[CH:15][N:14]=[C:13]([NH:12][C:4]4[CH:5]=[C:6]([N+:9]([O-:11])=[O:10])[CH:7]=[CH:8][C:3]=4[O:2][CH3:1])[N:18]=3)[CH:23]=2)[CH2:31][CH2:35][CH2:33]1. The yield is 0.820.